This data is from Forward reaction prediction with 1.9M reactions from USPTO patents (1976-2016). The task is: Predict the product of the given reaction. The product is: [NH2:1][C:2]1[C:7]2=[CH:8][C:9]([CH:11]([OH:13])[CH3:12])=[C:10]([CH2:14][N:17]3[CH2:22][CH2:21][O:20][CH2:19][CH2:18]3)[N:6]2[N:5]=[CH:4][N:3]=1. Given the reactants [NH2:1][C:2]1[C:7]2=[CH:8][C:9]([CH:11]([OH:13])[CH3:12])=[CH:10][N:6]2[N:5]=[CH:4][N:3]=1.[CH2:14]=O.O.[NH:17]1[CH2:22][CH2:21][O:20][CH2:19][CH2:18]1, predict the reaction product.